From a dataset of Reaction yield outcomes from USPTO patents with 853,638 reactions. Predict the reaction yield, written as a fraction of the theoretical maximum amount of product (1.0 means a 100% yield; for example, 0.34 means a 34% yield). (1) The reactants are [CH:1]([C:4]1[CH:13]=[C:12]2[C:7]([C:8](=O)[NH:9][CH:10]=[N:11]2)=[CH:6][CH:5]=1)([CH3:3])[CH3:2].P(Cl)(Cl)([Cl:17])=O. No catalyst specified. The product is [Cl:17][C:8]1[C:7]2[C:12](=[CH:13][C:4]([CH:1]([CH3:3])[CH3:2])=[CH:5][CH:6]=2)[N:11]=[CH:10][N:9]=1. The yield is 0.970. (2) The reactants are [Cl:1][C:2]1[CH:7]=[CH:6][CH:5]=[CH:4][C:3]=1[N:8]1[C:12]([C:13]2[N:14]=[C:15]3[C:21]4[CH:22]=[CH:23][C:24]([C:26]([OH:28])=O)=[CH:25][C:20]=4[O:19][CH2:18][CH2:17][N:16]3[CH:29]=2)=[N:11][CH:10]=[N:9]1.[Cl-].[NH4+].C[N:33](C(ON1N=NC2C=CC=NC1=2)=[N+](C)C)C.F[P-](F)(F)(F)(F)F.C(N(C(C)C)CC)(C)C. The catalyst is CN(C=O)C. The product is [Cl:1][C:2]1[CH:7]=[CH:6][CH:5]=[CH:4][C:3]=1[N:8]1[C:12]([C:13]2[N:14]=[C:15]3[C:21]4[CH:22]=[CH:23][C:24]([C:26]([NH2:33])=[O:28])=[CH:25][C:20]=4[O:19][CH2:18][CH2:17][N:16]3[CH:29]=2)=[N:11][CH:10]=[N:9]1. The yield is 0.510. (3) The reactants are C([O:8][C:9]([C@H:11]1[CH2:15][C:14]([F:17])([F:16])[CH2:13][N:12]1[C:18](=[O:42])[CH2:19][CH2:20][CH2:21][CH2:22][C:23]([N:25]1[CH2:29][C:28]([F:31])([F:30])[CH2:27][C@@H:26]1[C:32]([O:34]CC1C=CC=CC=1)=[O:33])=[O:24])=[O:10])C1C=CC=CC=1. The catalyst is C(O)C.[Pd]. The product is [C:32]([C@H:26]1[CH2:27][C:28]([F:30])([F:31])[CH2:29][N:25]1[C:23](=[O:24])[CH2:22][CH2:21][CH2:20][CH2:19][C:18]([N:12]1[CH2:13][C:14]([F:16])([F:17])[CH2:15][C@@H:11]1[C:9]([OH:10])=[O:8])=[O:42])([OH:34])=[O:33]. The yield is 0.970. (4) The reactants are [F:1][C:2]1[CH:3]=[C:4]([C@:15]([NH:30][C:31]([NH:33][C:34]2([CH2:37]O)[CH2:36][CH2:35]2)=[O:32])([C:23]2[CH:28]=[CH:27][C:26]([F:29])=[CH:25][CH:24]=2)[CH2:16][C:17]2[CH:22]=[CH:21][CH:20]=[CH:19][CH:18]=2)[CH:5]=[C:6]([O:8][C:9]([F:14])([F:13])[CH:10]([F:12])[F:11])[CH:7]=1.C1C=CC(P(C2C=CC=CC=2)C2C=CC=CC=2)=CC=1.C(Br)(Br)(Br)[Br:59]. The catalyst is CCOCC. The product is [Br:59][CH2:37][C:34]1([NH:33][C:31]([NH:30][C@@:15]([C:4]2[CH:5]=[C:6]([O:8][C:9]([F:14])([F:13])[CH:10]([F:12])[F:11])[CH:7]=[C:2]([F:1])[CH:3]=2)([C:23]2[CH:28]=[CH:27][C:26]([F:29])=[CH:25][CH:24]=2)[CH2:16][C:17]2[CH:22]=[CH:21][CH:20]=[CH:19][CH:18]=2)=[O:32])[CH2:36][CH2:35]1. The yield is 0.170. (5) The reactants are [S:1]1[C:9]2[N:4]([C:5](=[O:11])[NH:6][C:7](=[O:10])[CH:8]=2)[CH:3]=[CH:2]1.C(=O)([O-])[O-].[Cs+].[Cs+].[Cl:18][C:19]1[CH:26]=[CH:25][C:22]([CH2:23]Cl)=[CH:21][CH:20]=1. The catalyst is CN(C)C=O. The product is [Cl:18][C:19]1[CH:26]=[CH:25][C:22]([CH2:23][N:6]2[C:7](=[O:10])[CH:8]=[C:9]3[S:1][CH:2]=[CH:3][N:4]3[C:5]2=[O:11])=[CH:21][CH:20]=1. The yield is 0.500. (6) The reactants are Cl[C:2]1[CH:3]=[C:4]([C:8]2[S:12][C:11]([C:13]([O:15][CH2:16][CH3:17])=[O:14])=[CH:10][CH:9]=2)[N:5]=[N:6][CH:7]=1.[CH2:18]([Zn]CC)[CH3:19].CCOC(C)=O.C(Cl)Cl. The catalyst is C1COCC1.O.C1C=CC(P(C2C=CC=CC=2)[C-]2C=CC=C2)=CC=1.C1C=CC(P(C2C=CC=CC=2)[C-]2C=CC=C2)=CC=1.Cl[Pd]Cl.[Fe+2]. The product is [CH2:18]([C:2]1[CH:3]=[C:4]([C:8]2[S:12][C:11]([C:13]([O:15][CH2:16][CH3:17])=[O:14])=[CH:10][CH:9]=2)[N:5]=[N:6][CH:7]=1)[CH3:19]. The yield is 0.560.